Dataset: NCI-60 drug combinations with 297,098 pairs across 59 cell lines. Task: Regression. Given two drug SMILES strings and cell line genomic features, predict the synergy score measuring deviation from expected non-interaction effect. (1) Drug 1: CCN(CC)CCCC(C)NC1=C2C=C(C=CC2=NC3=C1C=CC(=C3)Cl)OC. Drug 2: C1C(C(OC1N2C=NC3=C2NC=NCC3O)CO)O. Cell line: T-47D. Synergy scores: CSS=5.50, Synergy_ZIP=-3.68, Synergy_Bliss=-2.08, Synergy_Loewe=-1.00, Synergy_HSA=-0.903. (2) Cell line: SNB-19. Drug 1: CC(C)NC(=O)C1=CC=C(C=C1)CNNC.Cl. Drug 2: COCCOC1=C(C=C2C(=C1)C(=NC=N2)NC3=CC=CC(=C3)C#C)OCCOC.Cl. Synergy scores: CSS=1.57, Synergy_ZIP=-1.34, Synergy_Bliss=-1.40, Synergy_Loewe=-6.26, Synergy_HSA=-4.14. (3) Drug 1: CN1C(=O)N2C=NC(=C2N=N1)C(=O)N. Drug 2: C1CCC(C(C1)N)N.C(=O)(C(=O)[O-])[O-].[Pt+4]. Cell line: M14. Synergy scores: CSS=16.1, Synergy_ZIP=-2.29, Synergy_Bliss=-1.58, Synergy_Loewe=-22.2, Synergy_HSA=-2.42. (4) Drug 1: CC1=C(C=C(C=C1)NC2=NC=CC(=N2)N(C)C3=CC4=NN(C(=C4C=C3)C)C)S(=O)(=O)N.Cl. Drug 2: CS(=O)(=O)CCNCC1=CC=C(O1)C2=CC3=C(C=C2)N=CN=C3NC4=CC(=C(C=C4)OCC5=CC(=CC=C5)F)Cl. Cell line: NCI-H226. Synergy scores: CSS=13.0, Synergy_ZIP=2.64, Synergy_Bliss=1.68, Synergy_Loewe=-0.381, Synergy_HSA=0.284. (5) Drug 1: C1=CC(=CC=C1C#N)C(C2=CC=C(C=C2)C#N)N3C=NC=N3. Drug 2: CS(=O)(=O)OCCCCOS(=O)(=O)C. Cell line: PC-3. Synergy scores: CSS=1.91, Synergy_ZIP=-2.74, Synergy_Bliss=-2.28, Synergy_Loewe=-1.12, Synergy_HSA=-1.08. (6) Synergy scores: CSS=4.46, Synergy_ZIP=-9.47, Synergy_Bliss=-17.1, Synergy_Loewe=-18.3, Synergy_HSA=-14.7. Drug 1: CC1=C(C(=O)C2=C(C1=O)N3CC4C(C3(C2COC(=O)N)OC)N4)N. Cell line: MDA-MB-231. Drug 2: CCC1(C2=C(COC1=O)C(=O)N3CC4=CC5=C(C=CC(=C5CN(C)C)O)N=C4C3=C2)O.Cl. (7) Drug 2: CN1C2=C(C=C(C=C2)N(CCCl)CCCl)N=C1CCCC(=O)O.Cl. Cell line: HOP-62. Drug 1: CN(C)N=NC1=C(NC=N1)C(=O)N. Synergy scores: CSS=4.99, Synergy_ZIP=1.29, Synergy_Bliss=3.44, Synergy_Loewe=-4.80, Synergy_HSA=-1.81.